Dataset: Full USPTO retrosynthesis dataset with 1.9M reactions from patents (1976-2016). Task: Predict the reactants needed to synthesize the given product. (1) Given the product [C:4]([C:5]1[C:26]([O:27][CH3:28])=[CH:25][C:8]2[C:9]([CH3:24])([CH3:23])[C:10]3[NH:11][C:12]4[C:17]([C:18]=3[C:19](=[O:20])[C:7]=2[CH:6]=1)=[CH:16][CH:15]=[C:14]([C:21]#[N:22])[CH:13]=4)#[CH:3], predict the reactants needed to synthesize it. The reactants are: OC(C)(C)[C:3]#[C:4][C:5]1[C:26]([O:27][CH3:28])=[CH:25][C:8]2[C:9]([CH3:24])([CH3:23])[C:10]3[NH:11][C:12]4[C:17]([C:18]=3[C:19](=[O:20])[C:7]=2[CH:6]=1)=[CH:16][CH:15]=[C:14]([C:21]#[N:22])[CH:13]=4.[H-].[Na+].O. (2) Given the product [ClH:34].[OH:22][CH2:21][CH2:20][C@H:19]([N:14]1[C:15](=[O:18])[CH2:16][CH2:17][NH:11][C@H:12]([CH3:33])[CH2:13]1)[CH2:30][O:31][CH3:32], predict the reactants needed to synthesize it. The reactants are: C(OC([N:11]1[CH2:17][CH2:16][C:15](=[O:18])[N:14]([C@H:19]([CH2:30][O:31][CH3:32])[CH2:20][CH2:21][O:22]CC2C=CC=CC=2)[CH2:13][C@H:12]1[CH3:33])=O)C1C=CC=CC=1.[ClH:34].